From a dataset of Peptide-MHC class II binding affinity with 134,281 pairs from IEDB. Regression. Given a peptide amino acid sequence and an MHC pseudo amino acid sequence, predict their binding affinity value. This is MHC class II binding data. The peptide sequence is KSSKPLVGPFNFRFMSKGGM. The MHC is HLA-DQA10102-DQB10602 with pseudo-sequence HLA-DQA10102-DQB10602. The binding affinity (normalized) is 0.631.